This data is from NCI-60 drug combinations with 297,098 pairs across 59 cell lines. The task is: Regression. Given two drug SMILES strings and cell line genomic features, predict the synergy score measuring deviation from expected non-interaction effect. (1) Drug 1: CC1=C(C=C(C=C1)NC2=NC=CC(=N2)N(C)C3=CC4=NN(C(=C4C=C3)C)C)S(=O)(=O)N.Cl. Drug 2: C1CC(=O)NC(=O)C1N2C(=O)C3=CC=CC=C3C2=O. Cell line: UO-31. Synergy scores: CSS=6.12, Synergy_ZIP=-0.820, Synergy_Bliss=4.20, Synergy_Loewe=1.88, Synergy_HSA=2.66. (2) Drug 1: CC1=C(C(CCC1)(C)C)C=CC(=CC=CC(=CC(=O)O)C)C. Drug 2: CCC1(CC2CC(C3=C(CCN(C2)C1)C4=CC=CC=C4N3)(C5=C(C=C6C(=C5)C78CCN9C7C(C=CC9)(C(C(C8N6C)(C(=O)OC)O)OC(=O)C)CC)OC)C(=O)OC)O.OS(=O)(=O)O. Cell line: OVCAR-8. Synergy scores: CSS=0.511, Synergy_ZIP=-0.112, Synergy_Bliss=2.09, Synergy_Loewe=-0.0104, Synergy_HSA=0.104. (3) Drug 1: CC(CN1CC(=O)NC(=O)C1)N2CC(=O)NC(=O)C2. Drug 2: COCCOC1=C(C=C2C(=C1)C(=NC=N2)NC3=CC=CC(=C3)C#C)OCCOC.Cl. Cell line: BT-549. Synergy scores: CSS=8.33, Synergy_ZIP=-1.34, Synergy_Bliss=1.47, Synergy_Loewe=0.715, Synergy_HSA=0.738.